From a dataset of Forward reaction prediction with 1.9M reactions from USPTO patents (1976-2016). Predict the product of the given reaction. (1) Given the reactants Cl[C:2]1[N:7]=[C:6]([N:8]2[C:12]3[CH:13]=[CH:14][CH:15]=[CH:16][C:11]=3[N:10]=[C:9]2[CH:17]([F:19])[F:18])[N:5]=[C:4]([N:20]2[CH2:26][C:22]3([CH2:25][O:24][CH2:23]3)[CH2:21]2)[N:3]=1.C(=O)([O-])[O-].[K+].[K+].[CH3:33][N:34]1[CH2:39][CH2:38][NH:37][CH2:36][CH2:35]1, predict the reaction product. The product is: [F:18][CH:17]([F:19])[C:9]1[N:8]([C:6]2[N:7]=[C:2]([N:37]3[CH2:38][CH2:39][N:34]([CH3:33])[CH2:35][CH2:36]3)[N:3]=[C:4]([N:20]3[CH2:26][C:22]4([CH2:25][O:24][CH2:23]4)[CH2:21]3)[N:5]=2)[C:12]2[CH:13]=[CH:14][CH:15]=[CH:16][C:11]=2[N:10]=1. (2) Given the reactants [CH:1]([N:4]1[C:8]([C:9]2[N:18]=[C:17]3[N:11]([CH2:12][CH2:13][O:14][C:15]4[CH:22]=[C:21]([OH:23])[CH:20]=[CH:19][C:16]=43)[CH:10]=2)=[N:7][CH:6]=[N:5]1)([CH3:3])[CH3:2].Br[CH2:25][C:26]([NH2:28])=[O:27].C(=O)([O-])[O-].[Cs+].[Cs+], predict the reaction product. The product is: [CH:1]([N:4]1[C:8]([C:9]2[N:18]=[C:17]3[C:16]4[CH:19]=[CH:20][C:21]([O:23][CH2:25][C:26]([NH2:28])=[O:27])=[CH:22][C:15]=4[O:14][CH2:13][CH2:12][N:11]3[CH:10]=2)=[N:7][CH:6]=[N:5]1)([CH3:3])[CH3:2].